From a dataset of In vitro SARS-CoV-2 activity screen of 1,480 approved drugs from Prestwick library. Binary Classification. Given a drug SMILES string, predict its activity (active/inactive) in a high-throughput screening assay against a specified biological target. (1) The molecule is OCc1cc(C(O)CNCCCCCCOCCCCc2ccccc2)ccc1O. The result is 0 (inactive). (2) The drug is COc1ccc(C(=O)c2ccccc2)c(O)c1. The result is 0 (inactive). (3) The molecule is Cc1cc(=O)n(-c2ccccc2)n1C. The result is 0 (inactive). (4) The drug is CS(=O)(=O)O.O.O=C(OC1C[C@@H]2CC3C[C@H](C1)N2CC3=O)c1c[nH]c2ccccc12. The result is 0 (inactive). (5) The drug is CCc1c(C)[nH]c2c1C(=O)C(CN1CCOCC1)CC2.Cl. The result is 0 (inactive). (6) The molecule is C[C@H](N[C@@H](CCc1ccccc1)C(=O)O)C(=O)N1CCC[C@H]1C(=O)O.O.O. The result is 0 (inactive). (7) The compound is CNC[C@H](O)[C@@H](O)[C@H](O)[C@H](O)CO.Cc1c(Nc2ncccc2C(=O)O)cccc1C(F)(F)F. The result is 0 (inactive).